Predict the product of the given reaction. From a dataset of Forward reaction prediction with 1.9M reactions from USPTO patents (1976-2016). Given the reactants [NH2:1][C:2]1[N:22]=[C:5]2[CH:6]=[CH:7][CH:8]=[C:9]([C:10]3[N:11](C(OC(C)(C)C)=O)[CH:12]=[CH:13][CH:14]=3)[N:4]2[N:3]=1.[C:23](Cl)(=[O:32])[C:24]1[CH:29]=[CH:28][CH:27]=[C:26]([O:30][CH3:31])[CH:25]=1, predict the reaction product. The product is: [CH3:31][O:30][C:26]1[CH:25]=[C:24]([CH:29]=[CH:28][CH:27]=1)[C:23]([NH:1][C:2]1[N:22]=[C:5]2[CH:6]=[CH:7][CH:8]=[C:9]([C:10]3[NH:11][CH:12]=[CH:13][CH:14]=3)[N:4]2[N:3]=1)=[O:32].